This data is from Full USPTO retrosynthesis dataset with 1.9M reactions from patents (1976-2016). The task is: Predict the reactants needed to synthesize the given product. (1) Given the product [F:5][C:6]([F:11])([F:10])[C:7]([OH:9])=[O:8].[C:41]([C:39]1[S:38][C:37]([S:51][CH3:52])=[C:36]([S:33]([C:29]2[CH:28]=[C:27]([C:23]3[C:24]([CH3:26])=[CH:25][C:20]([O:19][CH2:18][C:17]([OH:54])=[O:16])=[CH:21][C:22]=3[CH3:53])[CH:32]=[CH:31][CH:30]=2)(=[O:35])=[O:34])[CH:40]=1)(=[NH:42])[NH2:43], predict the reactants needed to synthesize it. The reactants are: C(Cl)(Cl)Cl.[F:5][C:6]([F:11])([F:10])[C:7]([OH:9])=[O:8].C([O:16][C:17](=[O:54])[CH2:18][O:19][C:20]1[CH:25]=[C:24]([CH3:26])[C:23]([C:27]2[CH:32]=[CH:31][CH:30]=[C:29]([S:33]([C:36]3[CH:40]=[C:39]([C:41]([NH:43]C(OC(C)(C)C)=O)=[NH:42])[S:38][C:37]=3[S:51][CH3:52])(=[O:35])=[O:34])[CH:28]=2)=[C:22]([CH3:53])[CH:21]=1)(C)(C)C. (2) Given the product [Si:17]([O:24][C@H:25]1[CH2:34][C:33]([CH3:35])([CH3:36])[CH2:32][C:31]2[N:30]=[C:29]([CH:37]([CH3:38])[CH3:39])[C:28]([C@H:40]([C:7]3[CH:12]=[CH:11][C:10]([C:13]([F:16])([F:15])[F:14])=[CH:9][N:8]=3)[OH:41])=[C:27]([I:42])[C:26]1=2)([C:20]([CH3:21])([CH3:22])[CH3:23])([CH3:19])[CH3:18], predict the reactants needed to synthesize it. The reactants are: C([Li])CCC.Br[C:7]1[CH:12]=[CH:11][C:10]([C:13]([F:16])([F:15])[F:14])=[CH:9][N:8]=1.[Si:17]([O:24][C@H:25]1[CH2:34][C:33]([CH3:36])([CH3:35])[CH2:32][C:31]2[N:30]=[C:29]([CH:37]([CH3:39])[CH3:38])[C:28]([CH:40]=[O:41])=[C:27]([I:42])[C:26]1=2)([C:20]([CH3:23])([CH3:22])[CH3:21])([CH3:19])[CH3:18]. (3) The reactants are: [NH2:1][C:2]1[CH:3]=[N:4][N:5]([CH3:25])[C:6]=1[C:7]1[N:12]=[C:11]([C@@H:13]([NH:17][C:18](=[O:24])[O:19][C:20]([CH3:23])([CH3:22])[CH3:21])[CH2:14][CH:15]=[CH2:16])[CH:10]=[CH:9][CH:8]=1.[CH3:26][C@H:27]([CH:31]=[CH2:32])[C:28](O)=[O:29].N1C=CC=CC=1.C(P1(=O)OP(CCC)(=O)OP(CCC)(=O)O1)CC. Given the product [CH3:25][N:5]1[C:6]([C:7]2[N:12]=[C:11]([C@@H:13]([NH:17][C:18](=[O:24])[O:19][C:20]([CH3:21])([CH3:23])[CH3:22])[CH2:14][CH:15]=[CH2:16])[CH:10]=[CH:9][CH:8]=2)=[C:2]([NH:1][C:28](=[O:29])[C@H:27]([CH3:26])[CH:31]=[CH2:32])[CH:3]=[N:4]1, predict the reactants needed to synthesize it. (4) Given the product [C:1]([O:5][C:6]([NH:8][C@@H:9]([CH3:13])[C:10]([NH:21][C@@H:22]([CH2:33][C:34]1[CH:39]=[CH:38][CH:37]=[CH:36][N:35]=1)[C:23]([O:25][CH2:26][C:27]1[CH:32]=[CH:31][CH:30]=[CH:29][CH:28]=1)=[O:24])=[O:12])=[O:7])([CH3:2])([CH3:3])[CH3:4], predict the reactants needed to synthesize it. The reactants are: [C:1]([O:5][C:6]([NH:8][C@@H:9]([CH3:13])[C:10]([OH:12])=O)=[O:7])([CH3:4])([CH3:3])[CH3:2].OC(C(F)(F)F)=O.[NH2:21][C@@H:22]([CH2:33][C:34]1[CH:39]=[CH:38][CH:37]=[CH:36][N:35]=1)[C:23]([O:25][CH2:26][C:27]1[CH:32]=[CH:31][CH:30]=[CH:29][CH:28]=1)=[O:24].C1C=CC2N(O)N=NC=2C=1.CN(C(ON1N=NC2C=CC=CC1=2)=[N+](C)C)C.F[P-](F)(F)(F)(F)F.CCN(C(C)C)C(C)C. (5) The reactants are: Br[C:2]1[CH:11]=[CH:10][CH:9]=[C:8]2[C:3]=1[CH:4]=[C:5]([C:13]1[CH:28]=[CH:27][C:16]([CH2:17][N:18]3[CH2:23][CH2:22][N:21]([C:24]([OH:26])=[O:25])[CH2:20][CH2:19]3)=[CH:15][CH:14]=1)[NH:6][C:7]2=[O:12].[C:29]([Si:31]([CH3:34])([CH3:33])[CH3:32])#[CH:30].[CH2:35](N(CC)CC)C.C1(P([C:55]2[CH:60]=[CH:59]C=CC=2)C2C=CC=CC=2)C=CC=CC=1. Given the product [C:60]([O:26][C:24]([N:21]1[CH2:22][CH2:23][N:18]([CH2:17][C:16]2[CH:15]=[CH:14][C:13]([C:5]3[NH:6][C:7](=[O:12])[C:8]4[C:3]([CH:4]=3)=[C:2]([C:30]#[C:29][Si:31]([CH3:34])([CH3:33])[CH3:32])[CH:11]=[CH:10][CH:9]=4)=[CH:28][CH:27]=2)[CH2:19][CH2:20]1)=[O:25])([CH3:59])([CH3:55])[CH3:35], predict the reactants needed to synthesize it. (6) Given the product [CH:11]1([C:10]2[C:9]3[C:4](=[CH:5][C:6]([C:17]([O:19][CH3:20])=[O:18])=[CH:7][CH:8]=3)[N:3]([CH2:21][C:22]([N:24]([CH3:26])[CH3:25])=[O:23])[C:2]=2[C:31]2[C:30]3[CH:29]=[CH:28][NH:27][C:35]=3[CH:34]=[CH:33][CH:32]=2)[CH2:16][CH2:15][CH2:14][CH2:13][CH2:12]1, predict the reactants needed to synthesize it. The reactants are: Br[C:2]1[N:3]([CH2:21][C:22]([N:24]([CH3:26])[CH3:25])=[O:23])[C:4]2[C:9]([C:10]=1[CH:11]1[CH2:16][CH2:15][CH2:14][CH2:13][CH2:12]1)=[CH:8][CH:7]=[C:6]([C:17]([O:19][CH3:20])=[O:18])[CH:5]=2.[NH:27]1[C:35]2[C:30](=[CH:31][CH:32]=[C:33](C(OC)=O)[CH:34]=2)[CH:29]=[CH:28]1.C([O-])([O-])=O.[Na+].[Na+].N1C2C(=C(B(O)O)C=CC=2)C=C1. (7) Given the product [C:37]1([NH:36][C:9]([C:6]2([C:4]([O:3][CH2:1][CH3:2])=[O:5])[CH2:7][CH2:8]2)=[O:11])[CH:42]=[CH:41][CH:40]=[CH:39][CH:38]=1, predict the reactants needed to synthesize it. The reactants are: [CH2:1]([O:3][C:4]([C:6]1([C:9]([OH:11])=O)[CH2:8][CH2:7]1)=[O:5])[CH3:2].CN(C(ON1N=NC2C=CC=NC1=2)=[N+](C)C)C.F[P-](F)(F)(F)(F)F.[NH2:36][C:37]1[CH:42]=[CH:41][CH:40]=[CH:39][CH:38]=1.CCN(CC)CC. (8) Given the product [F:2][C:3]1[C:8]([F:9])=[C:7]([O:10][CH3:11])[CH:6]=[CH:5][C:4]=1[C:12]1[CH:17]=[CH:16][N:15]([CH2:18][CH2:19][C@@:20]([CH3:35])([S:31]([CH3:34])(=[O:33])=[O:32])[C:21]([NH:23][OH:24])=[O:22])[C:14](=[O:36])[CH:13]=1, predict the reactants needed to synthesize it. The reactants are: Cl.[F:2][C:3]1[C:8]([F:9])=[C:7]([O:10][CH3:11])[CH:6]=[CH:5][C:4]=1[C:12]1[CH:17]=[CH:16][N:15]([CH2:18][CH2:19][C@@:20]([CH3:35])([S:31]([CH3:34])(=[O:33])=[O:32])[C:21]([NH:23][O:24]C2CCCCO2)=[O:22])[C:14](=[O:36])[CH:13]=1. (9) Given the product [NH2:8][C:7]1[CH:6]=[CH:5][C:4]([CH2:11][C:12]([O:14][CH3:15])=[O:13])=[CH:3][C:2]=1[F:1], predict the reactants needed to synthesize it. The reactants are: [F:1][C:2]1[CH:3]=[C:4]([CH2:11][C:12]([O:14][CH3:15])=[O:13])[CH:5]=[CH:6][C:7]=1[N+:8]([O-])=O.[BH4-].[Na+].C(=O)([O-])O.[Na+]. (10) Given the product [Br:1][C:2]1[CH:6]=[N:5][N:4]([CH3:7])[C:3]=1[NH:8][C:9]1[CH:14]=[CH:13][C:12]([C:21]2[CH:22]=[CH:23][CH:24]=[C:19]([C:16](=[O:18])[CH3:17])[CH:20]=2)=[CH:11][CH:10]=1, predict the reactants needed to synthesize it. The reactants are: [Br:1][C:2]1[CH:6]=[N:5][N:4]([CH3:7])[C:3]=1[NH:8][C:9]1[CH:14]=[CH:13][C:12](I)=[CH:11][CH:10]=1.[C:16]([C:19]1[CH:24]=[CH:23][C:22](B(O)O)=[CH:21][CH:20]=1)(=[O:18])[CH3:17].C(=O)([O-])[O-].[Cs+].[Cs+].COCCOC.